Dataset: Reaction yield outcomes from USPTO patents with 853,638 reactions. Task: Predict the reaction yield, written as a fraction of the theoretical maximum amount of product (1.0 means a 100% yield; for example, 0.34 means a 34% yield). (1) The reactants are [CH3:1][N:2]([CH3:20])[CH2:3][C:4]([N:6]1[C:14]2[C:9](=[CH:10][C:11]([O:18][CH3:19])=[C:12]([N+:15]([O-])=O)[CH:13]=2)[CH2:8][CH2:7]1)=[O:5].O.NN. The catalyst is CO.[Fe](Cl)(Cl)Cl. The product is [CH3:20][N:2]([CH2:3][C:4]([N:6]1[C:14]2[C:9](=[CH:10][C:11]([O:18][CH3:19])=[C:12]([NH2:15])[CH:13]=2)[CH2:8][CH2:7]1)=[O:5])[CH3:1]. The yield is 0.620. (2) The reactants are Cl.[NH2:2]N.[OH-].[Na+].C[N:7]([CH:9]=[C:10]1[C:15](=[O:16])[CH2:14][CH2:13][CH2:12][C:11]1=O)C. The catalyst is CO. The product is [NH:2]1[C:11]2[CH2:12][CH2:13][CH2:14][C:15](=[O:16])[C:10]=2[CH:9]=[N:7]1. The yield is 0.880. (3) The yield is 0.740. The product is [CH2:27]([O:26][C:23]1[CH:24]=[CH:25][C:20]([C:10]2[O:11][C:12]3[C:17]([C:18](=[O:19])[C:9]=2[O:8][CH2:1][C:2]2[CH:7]=[CH:6][CH:5]=[CH:4][CH:3]=2)=[CH:16][CH:15]=[CH:14][CH:13]=3)=[CH:21][C:22]=1[O:34][CH2:57][P:58](=[O:59])([O:63][CH2:64][CH3:65])[O:60][CH2:61][CH3:62])[C:28]1[CH:33]=[CH:32][CH:31]=[CH:30][CH:29]=1. The catalyst is O. The reactants are [CH2:1]([O:8][C:9]1[C:18](=[O:19])[C:17]2[C:12](=[CH:13][CH:14]=[CH:15][CH:16]=2)[O:11][C:10]=1[C:20]1[CH:25]=[CH:24][C:23]([O:26][CH2:27][C:28]2[CH:33]=[CH:32][CH:31]=[CH:30][CH:29]=2)=[C:22]([OH:34])[CH:21]=1)[C:2]1[CH:7]=[CH:6][CH:5]=[CH:4][CH:3]=1.CN(C=O)C.CC(C)([O-])C.[K+].ClC1C=CC(S(O[CH2:57][P:58]([O:63][CH2:64][CH3:65])([O:60][CH2:61][CH3:62])=[O:59])(=O)=O)=CC=1. (4) The reactants are [OH-].[K+].[C:3]([O:7][C@@H:8]([C:15]1[C:16]([CH3:52])=[N:17][C:18]([CH3:51])=[C:19]([C:35]2[CH:40]=[CH:39][C:38]([O:41][CH2:42][CH2:43][C:44]3[CH:49]=[CH:48][C:47]([F:50])=[CH:46][CH:45]=3)=[CH:37][CH:36]=2)[C:20]=1[N:21]1[CH2:26][CH2:25][CH:24]([C:27]2[O:31][N:30]=[C:29]([CH:32]([CH3:34])[CH3:33])[N:28]=2)[CH2:23][CH2:22]1)[C:9]([O:11]C(C)C)=[O:10])([CH3:6])([CH3:5])[CH3:4].Cl. The catalyst is C(O)C. The product is [C:3]([O:7][C@@H:8]([C:15]1[C:16]([CH3:52])=[N:17][C:18]([CH3:51])=[C:19]([C:35]2[CH:36]=[CH:37][C:38]([O:41][CH2:42][CH2:43][C:44]3[CH:45]=[CH:46][C:47]([F:50])=[CH:48][CH:49]=3)=[CH:39][CH:40]=2)[C:20]=1[N:21]1[CH2:26][CH2:25][CH:24]([C:27]2[O:31][N:30]=[C:29]([CH:32]([CH3:33])[CH3:34])[N:28]=2)[CH2:23][CH2:22]1)[C:9]([OH:11])=[O:10])([CH3:6])([CH3:4])[CH3:5]. The yield is 0.470. (5) The yield is 0.280. No catalyst specified. The product is [OH:29][C@:25]([C:22]1[CH:21]=[C:20]([CH3:19])[O:24][N:23]=1)([CH3:26])[C:27]#[C:28][C:2]1[CH:3]=[CH:4][C:5]2[O:11][CH2:10][CH2:9][N:8]3[CH:12]=[C:13]([C:15]([NH2:17])=[O:16])[N:14]=[C:7]3[C:6]=2[CH:18]=1. The reactants are Br[C:2]1[CH:3]=[CH:4][C:5]2[O:11][CH2:10][CH2:9][N:8]3[CH:12]=[C:13]([C:15]([NH2:17])=[O:16])[N:14]=[C:7]3[C:6]=2[CH:18]=1.[CH3:19][C:20]1[O:24][N:23]=[C:22]([C@:25]([OH:29])([C:27]#[CH:28])[CH3:26])[CH:21]=1.